Dataset: Full USPTO retrosynthesis dataset with 1.9M reactions from patents (1976-2016). Task: Predict the reactants needed to synthesize the given product. (1) Given the product [NH2:1][C:2]1[N:3]=[C:4]([C:13]2[CH:18]=[CH:17][CH:16]=[CH:15][N:14]=2)[C:5]([C:11]#[N:12])=[C:6]([O:19][CH2:20][C:21]2[CH:26]=[CH:25][CH:24]=[CH:23][N:22]=2)[N:7]=1, predict the reactants needed to synthesize it. The reactants are: [NH2:1][C:2]1[N:7]=[C:6](S(C)=O)[C:5]([C:11]#[N:12])=[C:4]([C:13]2[CH:18]=[CH:17][CH:16]=[CH:15][N:14]=2)[N:3]=1.[OH:19][CH2:20][C:21]1[CH:26]=[CH:25][CH:24]=[CH:23][N:22]=1.C1CCN2C(=NCCC2)CC1. (2) Given the product [C:10]([O:14][C:15](=[O:21])[NH:16][CH2:17][CH2:18][CH2:19][NH:20][CH:1]([C:4]1[CH:9]=[CH:8][CH:7]=[CH:6][N:5]=1)[CH3:2])([CH3:13])([CH3:11])[CH3:12], predict the reactants needed to synthesize it. The reactants are: [C:1]([C:4]1[CH:9]=[CH:8][CH:7]=[CH:6][N:5]=1)(=O)[CH3:2].[C:10]([O:14][C:15](=[O:21])[NH:16][CH2:17][CH2:18][CH2:19][NH2:20])([CH3:13])([CH3:12])[CH3:11].[BH-](OC(C)=O)(OC(C)=O)OC(C)=O.[Na+].